This data is from Peptide-MHC class I binding affinity with 185,985 pairs from IEDB/IMGT. The task is: Regression. Given a peptide amino acid sequence and an MHC pseudo amino acid sequence, predict their binding affinity value. This is MHC class I binding data. (1) The peptide sequence is KPVSDLYTSM. The MHC is Patr-B1301 with pseudo-sequence Patr-B1301. The binding affinity (normalized) is 0.849. (2) The binding affinity (normalized) is 0.534. The MHC is HLA-A68:01 with pseudo-sequence HLA-A68:01. The peptide sequence is KAPNVISSK. (3) The binding affinity (normalized) is 0.143. The MHC is H-2-Kd with pseudo-sequence H-2-Kd. The peptide sequence is KCENHRSVI. (4) The peptide sequence is RVITAPPYY. The MHC is HLA-A69:01 with pseudo-sequence HLA-A69:01. The binding affinity (normalized) is 0.0847. (5) The peptide sequence is EEFCDMLRL. The MHC is HLA-B40:01 with pseudo-sequence HLA-B40:01. The binding affinity (normalized) is 0.488. (6) The peptide sequence is LFQPLHTVM. The MHC is HLA-A03:01 with pseudo-sequence HLA-A03:01. The binding affinity (normalized) is 0.213. (7) The peptide sequence is VAIAQLTTL. The MHC is H-2-Kb with pseudo-sequence H-2-Kb. The binding affinity (normalized) is 0.619. (8) The peptide sequence is FQWQNGQFI. The binding affinity (normalized) is 0.0352. The MHC is H-2-Kb with pseudo-sequence H-2-Kb.